From a dataset of Retrosynthesis with 50K atom-mapped reactions and 10 reaction types from USPTO. Predict the reactants needed to synthesize the given product. (1) The reactants are: COC(=O)c1cc([N+](=O)[O-])ccc1-c1cc(C)ccc1OC. Given the product COc1ccc(C)cc1-c1ccc([N+](=O)[O-])cc1C(=O)O, predict the reactants needed to synthesize it. (2) Given the product CC(C)(C)c1cc(F)ccc1OC1CN(C(=O)c2ccc(C(C)(C)O)cc2)C1, predict the reactants needed to synthesize it. The reactants are: CC(=O)c1ccc(C(=O)N2CC(Oc3ccc(F)cc3C(C)(C)C)C2)cc1.C[Mg+]. (3) Given the product Cn1nc(OCc2c(-c3ccc(F)cc3)noc2CO)cc1C(=O)N1CC2(COC2)C1, predict the reactants needed to synthesize it. The reactants are: C1[NH2+]CC12COC2.Cn1nc(OCc2c(-c3ccc(F)cc3)noc2CO)cc1C(=O)O. (4) Given the product CC(C)(CC1CCN(c2ccc([N+](=O)[O-])cn2)CC1)C(=O)O, predict the reactants needed to synthesize it. The reactants are: COC(=O)C(C)(C)CC1CCN(c2ccc([N+](=O)[O-])cn2)CC1.